This data is from Forward reaction prediction with 1.9M reactions from USPTO patents (1976-2016). The task is: Predict the product of the given reaction. (1) The product is: [Cl:1][C:2]1[N:3]=[C:4]([NH:30][CH2:29][CH2:28][NH2:31])[C:5]2[CH2:10][CH2:9][CH:8]([C:11]3[CH:16]=[CH:15][C:14]([F:17])=[CH:13][CH:12]=3)[C:6]=2[N:7]=1. Given the reactants [Cl:1][C:2]1[N:3]=[C:4](Cl)[C:5]2[CH2:10][CH2:9][CH:8]([C:11]3[CH:16]=[CH:15][C:14]([F:17])=[CH:13][CH:12]=3)[C:6]=2[N:7]=1.C(N(C(C)C)CC)(C)C.[CH2:28]([NH2:31])[CH2:29][NH2:30], predict the reaction product. (2) Given the reactants [CH3:1][N+:2]([O-:4])=[O:3].CO[Na].[CH3:8][N:9]1[CH2:14][CH2:13][C:12](=[O:15])[CH2:11][CH2:10]1, predict the reaction product. The product is: [CH3:8][N:9]1[CH2:14][CH2:13][C:12]([CH2:1][N+:2]([O-:4])=[O:3])([OH:15])[CH2:11][CH2:10]1. (3) Given the reactants [NH2:1][C:2]1[N:3]=[CH:4][C:5]([C:8]2[C:9]([F:19])=[C:10]([OH:18])[C:11]([CH:14]3[CH2:17][CH2:16][CH2:15]3)=[CH:12][CH:13]=2)=[N:6][CH:7]=1.Cl[C:21]1[N:26]=[C:25]([S:27]([CH3:30])(=[O:29])=[O:28])[CH:24]=[CH:23][N:22]=1, predict the reaction product. The product is: [CH:14]1([C:11]2[CH:12]=[CH:13][C:8]([C:5]3[N:6]=[CH:7][C:2]([NH2:1])=[N:3][CH:4]=3)=[C:9]([F:19])[C:10]=2[O:18][C:21]2[N:26]=[C:25]([S:27]([CH3:30])(=[O:29])=[O:28])[CH:24]=[CH:23][N:22]=2)[CH2:15][CH2:16][CH2:17]1. (4) Given the reactants [F:1][C:2]([F:15])([F:14])[C:3]1[CH:13]=[CH:12][C:6]([O:7][CH2:8][CH:9]2[CH2:11][O:10]2)=[CH:5][CH:4]=1.[Cl:16][C:17]1[CH:22]=[C:21]([O:23][CH2:24][CH:25]=[C:26]([Cl:28])[Cl:27])[CH:20]=[C:19]([Cl:29])[C:18]=1[OH:30].C1(C)C=CC=CC=1, predict the reaction product. The product is: [Cl:16][C:17]1[CH:22]=[C:21]([O:23][CH2:24][CH:25]=[C:26]([Cl:28])[Cl:27])[CH:20]=[C:19]([Cl:29])[C:18]=1[O:30][CH2:11][CH:9]([OH:10])[CH2:8][O:7][C:6]1[CH:12]=[CH:13][C:3]([C:2]([F:1])([F:14])[F:15])=[CH:4][CH:5]=1. (5) Given the reactants [F-].C([N+](CCCC)(CCCC)CCCC)CCC.[O:19]1[C:23]2[CH:24]=[CH:25][C:26]([C:28]3[CH:36]=[C:35]4[C:31]([C:32]([NH:46][C:47](=[O:51])[CH2:48][CH2:49][CH3:50])=[N:33][N:34]4OCOCC[Si](C)(C)C)=[CH:30][CH:29]=3)=[CH:27][C:22]=2CO1.[C:52](OCC)(=[O:54])C, predict the reaction product. The product is: [O:19]1[C:23]2[CH:24]=[CH:25][C:26]([C:28]3[CH:36]=[C:35]4[C:31]([C:32]([NH:46][C:47](=[O:51])[CH2:48][CH2:49][CH3:50])=[N:33][NH:34]4)=[CH:30][CH:29]=3)=[CH:27][C:22]=2[O:54][CH2:52]1. (6) Given the reactants [NH2:1][C:2]1[N:7]=[C:6]([C@@H:8]([NH:18][C:19](=[O:31])[CH2:20][C:21]2[C:29]3[C:24](=[CH:25][CH:26]=[C:27]([F:30])[CH:28]=3)[NH:23][CH:22]=2)[CH2:9][C:10]2[CH:15]=[C:14]([F:16])[CH:13]=[C:12]([F:17])[CH:11]=2)[C:5]([C:32]2[CH:33]=[CH:34][C:35](F)=[C:36]([CH:40]=2)[C:37](N)=[O:38])=[CH:4][CH:3]=1.NC1N=C(C(NC(=O)CC2C3C(=CC=C(F)C=3)NC=2)CC2C=C(F)C=C(F)C=2)C(Br)=CC=1.OCC1C=C(B(O)O)C=CC=1, predict the reaction product. The product is: [NH2:1][C:2]1[N:7]=[C:6]([CH:8]([NH:18][C:19](=[O:31])[CH2:20][C:21]2[C:29]3[C:24](=[CH:25][CH:26]=[C:27]([F:30])[CH:28]=3)[NH:23][CH:22]=2)[CH2:9][C:10]2[CH:15]=[C:14]([F:16])[CH:13]=[C:12]([F:17])[CH:11]=2)[C:5]([C:32]2[CH:33]=[CH:34][CH:35]=[C:36]([CH2:37][OH:38])[CH:40]=2)=[CH:4][CH:3]=1. (7) Given the reactants [CH:1]([C:4]1[C:13]2[CH:12]=[C:11](B(O)O)[C:10]([CH3:17])=[CH:9][C:8]=2[C:7]([CH3:19])([CH3:18])[CH2:6][CH:5]=1)([CH3:3])[CH3:2].Br[C:21]1[CH:22]=[C:23]([CH:26]=[CH:27][C:28]=1[O:29][C:30]([F:33])([F:32])[F:31])[CH:24]=[O:25].C(=O)([O-])[O-].[K+].[K+], predict the reaction product. The product is: [CH:1]([C:4]1[C:13]2[CH:12]=[C:11]([C:27]3[CH:26]=[C:23]([CH:22]=[CH:21][C:28]=3[O:29][C:30]([F:31])([F:32])[F:33])[CH:24]=[O:25])[C:10]([CH3:17])=[CH:9][C:8]=2[C:7]([CH3:19])([CH3:18])[CH2:6][CH:5]=1)([CH3:3])[CH3:2].